Task: Regression. Given a peptide amino acid sequence and an MHC pseudo amino acid sequence, predict their binding affinity value. This is MHC class II binding data.. Dataset: Peptide-MHC class II binding affinity with 134,281 pairs from IEDB The peptide sequence is TLGSTSADEVQRMMA. The MHC is DRB1_0901 with pseudo-sequence DRB1_0901. The binding affinity (normalized) is 0.209.